Dataset: Full USPTO retrosynthesis dataset with 1.9M reactions from patents (1976-2016). Task: Predict the reactants needed to synthesize the given product. (1) Given the product [CH:46]1([CH2:49][O:50][C:51]2[CH:66]=[CH:65][C:54]3[CH2:55][CH:56]([C:58]4[N:63]=[CH:62][C:61]([O:15][CH2:16][C@@H:17]([NH:19][C:20](=[O:26])[O:21][C:22]([CH3:25])([CH3:24])[CH3:23])[CH3:18])=[CH:60][CH:59]=4)[O:57][C:53]=3[CH:52]=2)[CH2:47][CH2:48]1, predict the reactants needed to synthesize it. The reactants are: N(C(OC(C)C)=O)=NC(OC(C)C)=O.[OH:15][CH2:16][C@@H:17]([NH:19][C:20](=[O:26])[O:21][C:22]([CH3:25])([CH3:24])[CH3:23])[CH3:18].C1(P(C2C=CC=CC=2)C2C=CC=CC=2)C=CC=CC=1.[CH:46]1([CH2:49][O:50][C:51]2[CH:66]=[CH:65][C:54]3[CH2:55][CH:56]([C:58]4[N:63]=[CH:62][C:61](O)=[CH:60][CH:59]=4)[O:57][C:53]=3[CH:52]=2)[CH2:48][CH2:47]1. (2) Given the product [Cl:1][C:2]1[CH:11]=[CH:10][C:9]2[NH:8][C:7](=[O:12])[C:6]3=[C:13]([CH2:14][CH2:15][O:16][CH3:17])[NH:21][N:22]=[C:5]3[C:4]=2[CH:3]=1, predict the reactants needed to synthesize it. The reactants are: [Cl:1][C:2]1[CH:3]=[C:4]2[C:9](=[CH:10][CH:11]=1)[NH:8][C:7](=[O:12])[C:6]([C:13](=O)[CH2:14][CH2:15][O:16][CH3:17])=[C:5]2O.O.[NH2:21][NH2:22]. (3) Given the product [CH3:17][C:18]1[N:19]([C:2]2[N:7]=[C:6]([NH:8][C@@H:9]([C:11]3[CH:16]=[CH:15][CH:14]=[CH:13][CH:12]=3)[CH3:10])[CH:5]=[N:4][CH:3]=2)[CH:20]=[CH:21][N:22]=1, predict the reactants needed to synthesize it. The reactants are: Cl[C:2]1[N:7]=[C:6]([NH:8][C@@H:9]([C:11]2[CH:16]=[CH:15][CH:14]=[CH:13][CH:12]=2)[CH3:10])[CH:5]=[N:4][CH:3]=1.[CH3:17][C:18]1[NH:19][CH:20]=[CH:21][N:22]=1.